From a dataset of Catalyst prediction with 721,799 reactions and 888 catalyst types from USPTO. Predict which catalyst facilitates the given reaction. (1) Reactant: [N:1]1([CH2:7][CH2:8][CH2:9][O:10][C:11]2[CH:12]=[C:13]([NH:17][C:18]([C:20]34CC5C[CH:26]([CH2:28][CH:22](C5)[CH2:21]3)[CH2:27]4)=[O:19])[CH:14]=[CH:15][CH:16]=2)[CH2:6][CH2:5][O:4][CH2:3][CH2:2]1.C(N(CC)CC)C.[F:37][C:38]([F:49])([F:48])C1C=CC(C(Cl)=O)=CC=1.CO.C(Cl)Cl. Product: [N:1]1([CH2:7][CH2:8][CH2:9][O:10][C:11]2[CH:12]=[C:13]([NH:17][C:18](=[O:19])[C:20]3[CH:21]=[CH:22][C:28]([C:38]([F:49])([F:48])[F:37])=[CH:26][CH:27]=3)[CH:14]=[CH:15][CH:16]=2)[CH2:2][CH2:3][O:4][CH2:5][CH2:6]1. The catalyst class is: 4. (2) Reactant: [CH3:1][O:2][C:3](=[O:15])[C:4]1[CH:13]=[C:12]([OH:14])[CH:11]=[C:6]([C:7]([O:9][CH3:10])=[O:8])[CH:5]=1.I[CH:17]([CH3:19])[CH3:18].C(=O)([O-])[O-].[K+].[K+].[Cl-].[NH4+]. Product: [CH3:10][O:9][C:7](=[O:8])[C:6]1[CH:11]=[C:12]([O:14][CH:17]([CH3:19])[CH3:18])[CH:13]=[C:4]([C:3]([O:2][CH3:1])=[O:15])[CH:5]=1. The catalyst class is: 372. (3) Reactant: [CH2:1]([C:3]1[C:14]([CH2:15][CH2:16][NH2:17])=[C:6]2[C:7]3[CH2:13][CH2:12][O:11][C:8]=3[CH:9]=[CH:10][N:5]2[N:4]=1)[CH3:2].C(N(CC)CC)C.[C:25](OC(=O)C)(=[O:27])[CH3:26].C(=O)([O-])O.[Na+]. Product: [CH2:1]([C:3]1[C:14]([CH2:15][CH2:16][NH:17][C:25](=[O:27])[CH3:26])=[C:6]2[C:7]3[CH2:13][CH2:12][O:11][C:8]=3[CH:9]=[CH:10][N:5]2[N:4]=1)[CH3:2]. The catalyst class is: 7. (4) Reactant: [Br:1][C:2]1[CH:7]=[CH:6][CH:5]=[C:4](F)[N:3]=1.[O:9]1[CH2:14][CH2:13][CH:12]([CH2:15][NH2:16])[CH2:11][CH2:10]1.C(N(CC)CC)C. Product: [Br:1][C:2]1[N:3]=[C:4]([NH:16][CH2:15][CH:12]2[CH2:13][CH2:14][O:9][CH2:10][CH2:11]2)[CH:5]=[CH:6][CH:7]=1. The catalyst class is: 197. (5) Reactant: C[O:2][C:3](=[O:29])[C:4]([C:7]1[CH:12]=[CH:11][C:10]([NH:13][C:14]([C:16]2[NH:17][CH:18]=[C:19]([C:21]#[N:22])[N:20]=2)=[O:15])=[C:9]([C:23]2[CH2:28][CH2:27][CH2:26][CH2:25][CH:24]=2)[CH:8]=1)([CH3:6])[CH3:5].[OH-].[Na+].O. Product: [C:21]([C:19]1[N:20]=[C:16]([C:14]([NH:13][C:10]2[CH:11]=[CH:12][C:7]([C:4]([CH3:6])([CH3:5])[C:3]([OH:29])=[O:2])=[CH:8][C:9]=2[C:23]2[CH2:28][CH2:27][CH2:26][CH2:25][CH:24]=2)=[O:15])[NH:17][CH:18]=1)#[N:22]. The catalyst class is: 36.